This data is from Full USPTO retrosynthesis dataset with 1.9M reactions from patents (1976-2016). The task is: Predict the reactants needed to synthesize the given product. Given the product [O:29]=[C:27]1[NH:26][C:25](=[O:30])[CH:24]([CH2:23][C:20]2[CH:19]=[CH:18][C:17]([C:13]3[CH:14]=[CH:15][CH:16]=[C:11]([CH2:10][N:9]([CH3:8])[C:31](=[O:38])[C:32]4[CH:37]=[CH:36][CH:35]=[N:34][CH:33]=4)[CH:12]=3)=[CH:22][CH:21]=2)[S:28]1, predict the reactants needed to synthesize it. The reactants are: FC(F)(F)C(O)=O.[CH3:8][NH:9][CH2:10][C:11]1[CH:12]=[C:13]([C:17]2[CH:22]=[CH:21][C:20]([CH2:23][CH:24]3[S:28][C:27](=[O:29])[NH:26][C:25]3=[O:30])=[CH:19][CH:18]=2)[CH:14]=[CH:15][CH:16]=1.[C:31](Cl)(=[O:38])[C:32]1[CH:37]=[CH:36][CH:35]=[N:34][CH:33]=1.